This data is from Full USPTO retrosynthesis dataset with 1.9M reactions from patents (1976-2016). The task is: Predict the reactants needed to synthesize the given product. (1) Given the product [Br:9][CH2:10][CH2:11][CH2:12][S:8][C:5]1[CH:6]=[CH:7][C:2]([F:1])=[CH:3][CH:4]=1, predict the reactants needed to synthesize it. The reactants are: [F:1][C:2]1[CH:7]=[CH:6][C:5]([SH:8])=[CH:4][CH:3]=1.[Br:9][CH2:10][CH2:11][CH2:12]Br.C([O-])([O-])=O.[K+].[K+]. (2) Given the product [NH2:63][C:3]([C:17]1[CH:18]=[CH:19][C:20]([NH:23][C:24](=[O:35])[CH2:25][CH2:26][CH2:27][CH2:28][CH2:29][CH2:30][C:31]([O:33][CH3:34])=[O:32])=[CH:21][CH:22]=1)([C:4](=[O:16])[NH:5][C:6]1[CH:7]=[CH:8][CH:9]=[C:10]2[C:15]=1[N:14]=[CH:13][CH:12]=[CH:11]2)[C:2](=[O:1])[NH:36][C:37]1[CH:38]=[CH:39][CH:40]=[C:41]2[C:46]=1[N:45]=[CH:44][CH:43]=[CH:42]2, predict the reactants needed to synthesize it. The reactants are: [O:1]=[C:2]([NH:36][C:37]1[CH:38]=[CH:39][CH:40]=[C:41]2[C:46]=1[N:45]=[CH:44][CH:43]=[CH:42]2)[CH:3]([C:17]1[CH:22]=[CH:21][C:20]([NH:23][C:24](=[O:35])[CH2:25][CH2:26][CH2:27][CH2:28][CH2:29][CH2:30][C:31]([O:33][CH3:34])=[O:32])=[CH:19][CH:18]=1)[C:4](=[O:16])[NH:5][C:6]1[CH:7]=[CH:8][CH:9]=[C:10]2[C:15]=1[N:14]=[CH:13][CH:12]=[CH:11]2.CC(C)([O-])C.[K+].S([N:63]=[N+]=[N-])(C1C=CC(C)=CC=1)(=O)=O.C([O-])=O.[NH4+]. (3) Given the product [CH3:1][O:2][C:3]1[C:12]([O:13][CH3:14])=[CH:11][C:6]2[CH:7]([CH2:9][NH2:10])[CH2:8][C:5]=2[CH:4]=1, predict the reactants needed to synthesize it. The reactants are: [CH3:1][O:2][C:3]1[C:12]([O:13][CH3:14])=[CH:11][C:6]2[CH:7]([C:9]#[N:10])[CH2:8][C:5]=2[CH:4]=1.N. (4) Given the product [O:15]1[CH2:16][CH2:17][N:12]([S:9]([C:6]2[CH:7]=[CH:8][C:3]([OH:2])=[CH:4][CH:5]=2)(=[O:10])=[O:11])[C:13]2[CH:21]=[N:20][CH:19]=[CH:18][C:14]1=2, predict the reactants needed to synthesize it. The reactants are: C[O:2][C:3]1[CH:8]=[CH:7][C:6]([S:9]([N:12]2[CH2:17][CH2:16][O:15][C:14]3[CH:18]=[CH:19][N:20]=[CH:21][C:13]2=3)(=[O:11])=[O:10])=[CH:5][CH:4]=1.B(Br)(Br)Br.C(=O)([O-])O.[Na+].Cl. (5) Given the product [CH2:3]([N:10]1[CH2:11][CH2:12][CH:13]([C:16]2[NH:18][C:29]([C:28]3[CH:33]=[CH:34][C:35]([F:36])=[C:26]([Cl:25])[CH:27]=3)=[CH:30][N:17]=2)[CH2:14][CH2:15]1)[C:4]1[CH:5]=[CH:6][CH:7]=[CH:8][CH:9]=1, predict the reactants needed to synthesize it. The reactants are: Cl.Cl.[CH2:3]([N:10]1[CH2:15][CH2:14][CH:13]([C:16]([NH2:18])=[NH:17])[CH2:12][CH2:11]1)[C:4]1[CH:9]=[CH:8][CH:7]=[CH:6][CH:5]=1.C(=O)([O-])[O-].[K+].[K+].[Cl:25][C:26]1[CH:27]=[C:28]([CH:33]=[CH:34][C:35]=1[F:36])[C:29](=O)[CH2:30]Br. (6) Given the product [NH2:1][C:2]([CH3:27])([CH3:26])[C@H:3]([NH:8][C:9](=[O:25])[C:10]1[CH:15]=[CH:14][C:13]([C:16]#[C:17][C:18]#[C:19][CH:20]([O:23][CH3:24])[CH2:21][OH:22])=[CH:12][CH:11]=1)[C:4]([NH:28][OH:29])=[O:5], predict the reactants needed to synthesize it. The reactants are: [NH2:1][C:2]([CH3:27])([CH3:26])[C@H:3]([NH:8][C:9](=[O:25])[C:10]1[CH:15]=[CH:14][C:13]([C:16]#[C:17][C:18]#[C:19][CH:20]([O:23][CH3:24])[CH2:21][OH:22])=[CH:12][CH:11]=1)[C:4](OC)=[O:5].[NH2:28][OH:29].O. (7) Given the product [C:1]([NH:8][CH2:9][CH2:10][O:11][CH2:12][CH2:13][O:14][CH2:15][CH2:16][O:17][CH2:18][CH2:19][O:20][C:21]1[CH:22]=[C:23]([CH:24]=[C:25]([O:29][CH3:30])[C:26]=1[O:27][CH3:28])[CH:31]=[O:32])([O:3][C:4]([CH3:7])([CH3:6])[CH3:5])=[O:2], predict the reactants needed to synthesize it. The reactants are: [C:1]([NH:8][CH2:9][CH2:10][O:11][CH2:12][CH2:13][O:14][CH2:15][CH2:16][O:17][CH2:18][CH2:19][O:20][C:21]1[CH:22]=[C:23]([CH:31]2OCC[O:32]2)[CH:24]=[C:25]([O:29][CH3:30])[C:26]=1[O:27][CH3:28])([O:3][C:4]([CH3:7])([CH3:6])[CH3:5])=[O:2].II.